From a dataset of Reaction yield outcomes from USPTO patents with 853,638 reactions. Predict the reaction yield, written as a fraction of the theoretical maximum amount of product (1.0 means a 100% yield; for example, 0.34 means a 34% yield). (1) The reactants are [Si:1]([O:8][C@@H:9]([CH2:36][O:37][Si:38]([C:41]([CH3:44])([CH3:43])[CH3:42])([CH3:40])[CH3:39])[CH2:10][CH2:11][C:12]1[C:13](=[O:35])[CH2:14][C@H:15]2[C:24]=1[C@H:23](O[Si](C(C)(C)C)(C)C)[C:22]1[C:17](=[C:18]([O:33][CH3:34])[CH:19]=[CH:20][CH:21]=1)[CH2:16]2)([C:4]([CH3:7])([CH3:6])[CH3:5])([CH3:3])[CH3:2].C(=O)([O-])[O-].[K+].[K+].[H][H].O. The catalyst is C(O)C.[Pd]. The product is [Si:1]([O:8][C@@H:9]([CH2:36][O:37][Si:38]([C:41]([CH3:44])([CH3:43])[CH3:42])([CH3:39])[CH3:40])[CH2:10][CH2:11][CH:12]1[C@H:24]2[CH2:23][C:22]3[C:17]([CH2:16][C@H:15]2[CH2:14][C:13]1=[O:35])=[C:18]([O:33][CH3:34])[CH:19]=[CH:20][CH:21]=3)([C:4]([CH3:5])([CH3:6])[CH3:7])([CH3:3])[CH3:2]. The yield is 0.830. (2) The reactants are [Cl:1][C:2]1[O:6][C:5]([CH2:7][C:8]2[CH:13]=[CH:12][C:11]([CH2:14][OH:15])=[CH:10][CH:9]=2)=[CH:4][CH:3]=1. The catalyst is [O-2].[O-2].[Mn+4].ClCCl. The product is [Cl:1][C:2]1[O:6][C:5]([CH2:7][C:8]2[CH:9]=[CH:10][C:11]([CH:14]=[O:15])=[CH:12][CH:13]=2)=[CH:4][CH:3]=1. The yield is 0.830. (3) The catalyst is O.C(O)C. The reactants are Cl.[CH:2]([C:5]1[CH:10]=[CH:9][C:8]([NH2:11])=[CH:7][C:6]=1[O:12][CH3:13])([CH3:4])[CH3:3].N([O-])=O.[Na+].C([O-])(=O)C.[Na+].[C:23]([O:29][CH2:30][CH3:31])(=[O:28])[CH2:24][C:25]([CH3:27])=O.[OH-].[K+]. The yield is 0.340. The product is [CH2:30]([O:29][C:23]([C:24]1[NH:11][C:8]2[C:9]([C:25]=1[CH3:27])=[CH:10][C:5]([CH:2]([CH3:4])[CH3:3])=[C:6]([O:12][CH3:13])[CH:7]=2)=[O:28])[CH3:31]. (4) The reactants are [OH:1][CH2:2][C:3]1[N:8]=[C:7]([C:9]([O:11][CH3:12])=[O:10])[CH:6]=[CH:5][CH:4]=1.[CH3:13][S:14](Cl)(=[O:16])=[O:15]. The catalyst is C(Cl)Cl.C(Cl)(Cl)Cl.C([O-])(O)=O.[Na+]. The product is [CH3:13][S:14]([O:1][CH2:2][C:3]1[N:8]=[C:7]([C:9]([O:11][CH3:12])=[O:10])[CH:6]=[CH:5][CH:4]=1)(=[O:16])=[O:15]. The yield is 0.850. (5) The reactants are [C:1]([O:5][C:6]([NH:8][C@H:9]([CH2:29][C:30]1[CH:35]=[C:34]([F:36])[C:33]([F:37])=[CH:32][C:31]=1[F:38])[CH2:10][C:11]([N:13]1[CH2:18][CH2:17][N:16]2[C:19]([C:25]([F:28])([F:27])[F:26])=[N:20][C:21]([C:22](O)=[O:23])=[C:15]2[CH2:14]1)=[O:12])=[O:7])([CH3:4])([CH3:3])[CH3:2].[NH2:39][C:40]1[CH:45]=[CH:44][CH:43]=[CH:42][N:41]=1.C(N(CC)CC)C.O=C1N(P(Cl)(N2CCOC2=O)=O)CCO1. The yield is 0.590. The product is [C:1]([O:5][C:6](=[O:7])[NH:8][C@H:9]([CH2:29][C:30]1[CH:35]=[C:34]([F:36])[C:33]([F:37])=[CH:32][C:31]=1[F:38])[CH2:10][C:11](=[O:12])[N:13]1[CH2:18][CH2:17][N:16]2[C:19]([C:25]([F:28])([F:27])[F:26])=[N:20][C:21]([C:22](=[O:23])[NH:39][C:40]3[CH:45]=[CH:44][CH:43]=[CH:42][N:41]=3)=[C:15]2[CH2:14]1)([CH3:4])([CH3:2])[CH3:3]. The catalyst is ClCCl. (6) The reactants are C12(COC3C(C4CC4)=CC(C(O)=O)=CN=3)CC3CC(CC(C3)C1)C2.[C@@H:25]12[CH2:31][C@@H:28]([CH2:29][CH2:30]1)[CH2:27][C@@H:26]2[O:32][C:33]1[C:41]([CH:42]2[CH2:44][CH2:43]2)=[CH:40][C:36]([C:37]([OH:39])=O)=[C:35]([F:45])[CH:34]=1.COCCS(N)(=O)=O.[N:54]1([S:58]([NH2:61])(=[O:60])=[O:59])[CH2:57][CH2:56][CH2:55]1. No catalyst specified. The product is [N:54]1([S:58]([NH:61][C:37](=[O:39])[C:36]2[CH:40]=[C:41]([CH:42]3[CH2:43][CH2:44]3)[C:33]([O:32][C@H:26]3[CH2:27][C@H:28]4[CH2:31][C@@H:25]3[CH2:30][CH2:29]4)=[CH:34][C:35]=2[F:45])(=[O:60])=[O:59])[CH2:57][CH2:56][CH2:55]1. The yield is 0.560. (7) The reactants are [Br:1][C:2]1[CH:7]=[CH:6][C:5]([NH:8]C(=O)C)=[C:4]([CH3:12])[C:3]=1[Cl:13].Cl.NC1C2CCCCC=2C(C#N)=CC=1. No catalyst specified. The product is [Br:1][C:2]1[CH:7]=[CH:6][C:5]([NH2:8])=[C:4]([CH3:12])[C:3]=1[Cl:13]. The yield is 0.830. (8) The reactants are [Br:1][C:2]1[CH:7]=[CH:6][C:5]([NH:8][C:9]2[C:10]([C:17](O)=[O:18])=[CH:11][N:12]([CH3:16])[C:13](=[O:15])[CH:14]=2)=[C:4]([F:20])[CH:3]=1.CC[N:23]=C=NCCCN(C)C.C1C=CC2N(O)N=NC=2C=1.[NH4+].[Cl-].CCN(CC)CC. The catalyst is CN(C=O)C.CCOC(C)=O. The product is [Br:1][C:2]1[CH:7]=[CH:6][C:5]([NH:8][C:9]2[C:10]([C:17]([NH2:23])=[O:18])=[CH:11][N:12]([CH3:16])[C:13](=[O:15])[CH:14]=2)=[C:4]([F:20])[CH:3]=1. The yield is 0.760. (9) The reactants are [NH2:1][CH2:2][CH2:3][NH:4][C:5](=[O:27])[CH2:6][CH2:7]/[CH:8]=[CH:9]\[CH2:10]/[CH:11]=[CH:12]\[CH2:13]/[CH:14]=[CH:15]\[CH2:16]/[CH:17]=[CH:18]\[CH2:19]/[CH:20]=[CH:21]\[CH2:22]/[CH:23]=[CH:24]\[CH2:25][CH3:26].C1C=CC2N(O)N=NC=2C=1.C(Cl)CCl.[C:42]([NH:45][C@@H:46]1[C@@H:51]([NH:52][C:53]([O:55][C:56]([CH3:59])([CH3:58])[CH3:57])=[O:54])[CH2:50][C:49]([C:60](O)=[O:61])=[CH:48][C@H:47]1[O:63][CH:64]([CH2:67][CH3:68])[CH2:65][CH3:66])(=[O:44])[CH3:43].CCN(CC)CC. The catalyst is C(Cl)Cl. The product is [C:42]([NH:45][C@@H:46]1[C@@H:51]([NH:52][C:53](=[O:54])[O:55][C:56]([CH3:57])([CH3:58])[CH3:59])[CH2:50][C:49]([C:60](=[O:61])[NH:1][CH2:2][CH2:3][NH:4][C:5](=[O:27])[CH2:6][CH2:7]/[CH:8]=[CH:9]\[CH2:10]/[CH:11]=[CH:12]\[CH2:13]/[CH:14]=[CH:15]\[CH2:16]/[CH:17]=[CH:18]\[CH2:19]/[CH:20]=[CH:21]\[CH2:22]/[CH:23]=[CH:24]\[CH2:25][CH3:26])=[CH:48][C@H:47]1[O:63][CH:64]([CH2:67][CH3:68])[CH2:65][CH3:66])(=[O:44])[CH3:43]. The yield is 0.280. (10) The reactants are [CH3:1][C:2]1[CH:7]=[CH:6][C:5]([S:8][C:9]2[CH:14]=[CH:13][C:12]([OH:15])=[CH:11][CH:10]=2)=[C:4]([N+:16]([O-])=O)[CH:3]=1.Cl[Sn]Cl. No catalyst specified. The product is [NH2:16][C:4]1[CH:3]=[C:2]([CH3:1])[CH:7]=[CH:6][C:5]=1[S:8][C:9]1[CH:14]=[CH:13][C:12]([OH:15])=[CH:11][CH:10]=1. The yield is 1.00.